From a dataset of NCI-60 drug combinations with 297,098 pairs across 59 cell lines. Regression. Given two drug SMILES strings and cell line genomic features, predict the synergy score measuring deviation from expected non-interaction effect. Drug 1: C1=C(C(=O)NC(=O)N1)F. Drug 2: CC=C1C(=O)NC(C(=O)OC2CC(=O)NC(C(=O)NC(CSSCCC=C2)C(=O)N1)C(C)C)C(C)C. Cell line: SK-MEL-28. Synergy scores: CSS=55.4, Synergy_ZIP=-1.71, Synergy_Bliss=-3.65, Synergy_Loewe=0.844, Synergy_HSA=2.73.